This data is from Catalyst prediction with 721,799 reactions and 888 catalyst types from USPTO. The task is: Predict which catalyst facilitates the given reaction. (1) Reactant: [OH:1][C:2]1[CH:7]=[C:6]([O:8][CH3:9])[CH:5]=[CH:4][C:3]=1[C:10]([C:12]1[CH:13]=[N:14][C:15]([O:18][CH2:19][C:20]2[N:21]=[C:22]([C:26]3[CH:31]=[CH:30][CH:29]=[CH:28][CH:27]=3)[O:23][C:24]=2[CH3:25])=[CH:16][CH:17]=1)=[O:11].Br[CH:33]([CH3:41])[C:34]([O:36]C(C)(C)C)=[O:35].C(=O)([O-])[O-].[K+].[K+].CN(C)C=O. Product: [CH3:9][O:8][C:6]1[CH:5]=[CH:4][C:3]([C:10]([C:12]2[CH:13]=[N:14][C:15]([O:18][CH2:19][C:20]3[N:21]=[C:22]([C:26]4[CH:31]=[CH:30][CH:29]=[CH:28][CH:27]=4)[O:23][C:24]=3[CH3:25])=[CH:16][CH:17]=2)=[O:11])=[C:2]([CH:7]=1)[O:1][CH:33]([CH3:41])[C:34]([OH:36])=[O:35]. The catalyst class is: 6. (2) Reactant: B(Br)(Br)Br.C[O:6][C:7]1[CH:8]=[C:9]2[C:14](=[CH:15][C:16]=1[CH3:17])[C:13](=[O:18])[NH:12][CH:11]=[CH:10]2.N. The catalyst class is: 4. Product: [OH:6][C:7]1[CH:8]=[C:9]2[C:14](=[CH:15][C:16]=1[CH3:17])[C:13](=[O:18])[NH:12][CH:11]=[CH:10]2. (3) Reactant: [Br:1][C:2]1[CH:7]=[CH:6][C:5]([O:8][CH2:9][CH3:10])=[CH:4][C:3]=1[CH2:11][C:12](=O)[CH2:13][CH3:14].C([O-])(=O)C.[NH4+].[BH3-]C#[N:23].[Na+]. Product: [Br:1][C:2]1[CH:7]=[CH:6][C:5]([O:8][CH2:9][CH3:10])=[CH:4][C:3]=1[CH2:11][CH:12]([NH2:23])[CH2:13][CH3:14]. The catalyst class is: 5. (4) Reactant: [O-]S([O-])(=O)=O.[Mg+2].C(O)(=O)C.[CH:11]1([NH2:16])[CH2:15][CH2:14][CH2:13][CH2:12]1.[Cl:17][C:18]1[N:30]=[C:29]([Cl:31])[CH:28]=[CH:27][C:19]=1[C:20]([N:22]([CH3:26])[CH2:23][CH:24]=O)=[O:21]. Product: [Cl:17][C:18]1[N:30]=[C:29]([Cl:31])[CH:28]=[CH:27][C:19]=1[C:20]([N:22]([CH2:23][CH2:24][NH:16][CH:11]1[CH2:15][CH2:14][CH2:13][CH2:12]1)[CH3:26])=[O:21]. The catalyst class is: 417. (5) Reactant: [Cl:1][C:2]1[CH:3]=[CH:4][C:5]([O:29][CH:30]([F:32])[F:31])=[C:6]([C:8]2[C:12]([NH:13][C:14]([C:16]3[CH:17]=[N:18][N:19]4[CH:24]=[CH:23][CH:22]=[N:21][C:20]=34)=[O:15])=[CH:11][N:10]([CH2:25][C:26]([OH:28])=O)[N:9]=2)[CH:7]=1.Cl.[N:34]1([CH2:40][CH2:41][N:42]2[CH2:47][CH2:46][CH:45]([C:48]([O:50][CH3:51])=[O:49])[CH2:44][CH2:43]2)[CH2:39][CH2:38][NH:37][CH2:36][CH2:35]1.CCN(C(C)C)C(C)C.CN(C(ON1N=NC2C=CC=NC1=2)=[N+](C)C)C.F[P-](F)(F)(F)(F)F. Product: [Cl:1][C:2]1[CH:3]=[CH:4][C:5]([O:29][CH:30]([F:31])[F:32])=[C:6]([C:8]2[C:12]([NH:13][C:14]([C:16]3[CH:17]=[N:18][N:19]4[CH:24]=[CH:23][CH:22]=[N:21][C:20]=34)=[O:15])=[CH:11][N:10]([CH2:25][C:26]([N:37]3[CH2:38][CH2:39][N:34]([CH2:40][CH2:41][N:42]4[CH2:43][CH2:44][CH:45]([C:48]([O:50][CH3:51])=[O:49])[CH2:46][CH2:47]4)[CH2:35][CH2:36]3)=[O:28])[N:9]=2)[CH:7]=1. The catalyst class is: 3. (6) Reactant: C[O:2][C:3]1[CH:8]=[C:7]([C:9]2[CH:14]=[N:13][CH:12]=[C:11]3[N:15]([CH3:18])[N:16]=[CH:17][C:10]=23)[CH:6]=[CH:5][C:4]=1[NH:19][C:20]([NH:22][C:23]1[CH:28]=[CH:27][CH:26]=[C:25]([C:29]([F:32])([F:31])[F:30])[CH:24]=1)=[O:21].B(Br)(Br)Br. Product: [OH:2][C:3]1[CH:8]=[C:7]([C:9]2[CH:14]=[N:13][CH:12]=[C:11]3[N:15]([CH3:18])[N:16]=[CH:17][C:10]=23)[CH:6]=[CH:5][C:4]=1[NH:19][C:20]([NH:22][C:23]1[CH:28]=[CH:27][CH:26]=[C:25]([C:29]([F:30])([F:31])[F:32])[CH:24]=1)=[O:21]. The catalyst class is: 59. (7) Reactant: [C:1]([O:5][C:6]([NH:8][CH2:9][CH:10]([CH2:37][NH:38][C:39]([O:41][C:42]([CH3:45])([CH3:44])[CH3:43])=[O:40])[CH2:11][C@H:12]([NH:17][C:18]([C:31]1[CH:36]=[CH:35][CH:34]=[CH:33][CH:32]=1)([C:25]1[CH:30]=[CH:29][CH:28]=[CH:27][CH:26]=1)[C:19]1[CH:24]=[CH:23][CH:22]=[CH:21][CH:20]=1)[C:13]([O:15]C)=[O:14])=[O:7])([CH3:4])([CH3:3])[CH3:2].[OH-].[Na+].O. Product: [C:42]([O:41][C:39]([NH:38][CH2:37][CH:10]([CH2:9][NH:8][C:6]([O:5][C:1]([CH3:4])([CH3:3])[CH3:2])=[O:7])[CH2:11][C@H:12]([NH:17][C:18]([C:31]1[CH:32]=[CH:33][CH:34]=[CH:35][CH:36]=1)([C:19]1[CH:20]=[CH:21][CH:22]=[CH:23][CH:24]=1)[C:25]1[CH:26]=[CH:27][CH:28]=[CH:29][CH:30]=1)[C:13]([OH:15])=[O:14])=[O:40])([CH3:44])([CH3:45])[CH3:43]. The catalyst class is: 5. (8) Reactant: C(#N)C([CH2:4][C:5]#[N:6])O.[H-].[Na+].[CH3:10][CH:11]1[O:16][CH:15]([CH3:17])[CH2:14][N:13]([C:18]2[CH:29]=[C:22]3[C:23]([O:25][C:26](=O)[NH:27][C:21]3=[CH:20][CH:19]=2)=O)[CH2:12]1.C[N:31](C)C=O. Product: [NH2:31][C:26]1[C:4]([C:5]#[N:6])=[C:23]([OH:25])[C:22]2[C:21](=[CH:20][CH:19]=[C:18]([N:13]3[CH2:14][CH:15]([CH3:17])[O:16][CH:11]([CH3:10])[CH2:12]3)[CH:29]=2)[N:27]=1. The catalyst class is: 6. (9) The catalyst class is: 13. Reactant: Br[C:2]1[CH:7]=[CH:6][C:5]([OH:8])=[CH:4][C:3]=1[CH3:9].[CH3:10][O:11][CH2:12][O:13][C:14]1[CH:21]=[CH:20][C:17]([CH:18]=O)=[CH:16][C:15]=1[CH:22]([CH3:24])[CH3:23]. Product: [CH3:10][O:11][CH2:12][O:13][C:14]1[CH:21]=[CH:20][C:17]([CH2:18][C:2]2[CH:7]=[CH:6][C:5]([OH:8])=[CH:4][C:3]=2[CH3:9])=[CH:16][C:15]=1[CH:22]([CH3:24])[CH3:23].